Dataset: Reaction yield outcomes from USPTO patents with 853,638 reactions. Task: Predict the reaction yield, written as a fraction of the theoretical maximum amount of product (1.0 means a 100% yield; for example, 0.34 means a 34% yield). (1) The reactants are [NH2:1][C:2]1[C:11]2[C:6](=[C:7]([Br:12])[CH:8]=[CH:9][CH:10]=2)[N:5]=[N:4][C:3]=1[C:13]([OH:15])=O.C1N=CN(C(N2C=NC=C2)=O)C=1.[CH2:28]([NH2:31])[CH:29]=[CH2:30]. The catalyst is CN(C)C=O. The product is [CH2:28]([NH:31][C:13]([C:3]1[N:4]=[N:5][C:6]2[C:11]([C:2]=1[NH2:1])=[CH:10][CH:9]=[CH:8][C:7]=2[Br:12])=[O:15])[CH:29]=[CH2:30]. The yield is 0.730. (2) The reactants are [F:1][C:2]1[CH:7]=[CH:6][CH:5]=[CH:4][C:3]=1[C:8]#[C:9][Si](C)(C)C.[C:14]([O:18][C:19]([NH:21][CH2:22][C:23]1[CH:24]=[C:25]([CH:29]2[CH2:34][CH2:33][N:32]([C:35]([C:37]3[O:38][C:39](Br)=[CH:40][CH:41]=3)=[O:36])[CH2:31][CH2:30]2)[CH:26]=[CH:27][CH:28]=1)=[O:20])([CH3:17])([CH3:16])[CH3:15].C1C(N=NC2C(=O)N(C3C=CC(S([O-])(=O)=O)=CC=3)N=C2C([O-])=O)=CC=C(S([O-])(=O)=O)C=1.[Na+].[Na+].[Na+].SC1N=NN=C(S)C=1S. The catalyst is CO.O1CCCC1.[Cl-].[Na+].O.Cl[Pd](Cl)([P](C1C=CC=CC=1)(C1C=CC=CC=1)C1C=CC=CC=1)[P](C1C=CC=CC=1)(C1C=CC=CC=1)C1C=CC=CC=1.[Cu]I.C([O-])([O-])=O.[K+].[K+].C(N(CC)CC)C. The product is [C:14]([O:18][C:19]([NH:21][CH2:22][C:23]1[CH:24]=[C:25]([CH:29]2[CH2:30][CH2:31][N:32]([C:35]([C:37]3[O:38][C:39]([C:9]#[C:8][C:3]4[CH:4]=[CH:5][CH:6]=[CH:7][C:2]=4[F:1])=[CH:40][CH:41]=3)=[O:36])[CH2:33][CH2:34]2)[CH:26]=[CH:27][CH:28]=1)=[O:20])([CH3:17])([CH3:15])[CH3:16]. The yield is 0.550. (3) The reactants are [CH3:1][C:2]([CH3:20])([CH3:19])[CH2:3][N:4]1[CH2:9][CH2:8][N:7]([C:10]2[CH:15]=[CH:14][C:13]([N+:16]([O-])=O)=[CH:12][CH:11]=2)[CH2:6][CH2:5]1. The product is [CH3:1][C:2]([CH3:20])([CH3:19])[CH2:3][N:4]1[CH2:9][CH2:8][N:7]([C:10]2[CH:15]=[CH:14][C:13]([NH2:16])=[CH:12][CH:11]=2)[CH2:6][CH2:5]1. The yield is 0.840. The catalyst is [Ni].CO. (4) The reactants are [Cl:1][C:2]1[CH:3]=[C:4]2[C:12](=[C:13]([NH:15][C:16](=[O:23])[C:17]3[CH:22]=[CH:21][CH:20]=[N:19][CH:18]=3)[CH:14]=1)[NH:11][C:10]1[CH:9]=[N:8][CH:7]=[C:6]([NH:24]C(=O)C(F)(F)F)[C:5]2=1.[C:31]([O-])([O-])=O.[K+].[K+].O. The product is [NH2:24][C:6]1[C:5]2[C:4]3[C:12](=[C:13]([NH:15][C:16](=[O:23])[C:17]4[CH:22]=[CH:21][CH:20]=[N:19][C:18]=4[CH3:31])[CH:14]=[C:2]([Cl:1])[CH:3]=3)[NH:11][C:10]=2[CH:9]=[N:8][CH:7]=1. The yield is 0.560. The catalyst is CO.